Task: Predict the product of the given reaction.. Dataset: Forward reaction prediction with 1.9M reactions from USPTO patents (1976-2016) (1) Given the reactants C(OC(=O)[NH:7][C@H:8]([C:20](=[O:30])[NH:21][CH2:22][CH2:23][C:24]1[CH:29]=[CH:28][CH:27]=[CH:26][CH:25]=1)[CH2:9][C:10]1[CH:19]=[CH:18][C:17]2[C:12](=[CH:13][CH:14]=[CH:15][CH:16]=2)[CH:11]=1)(C)(C)C.[ClH:32], predict the reaction product. The product is: [ClH:32].[NH2:7][C@@H:8]([CH2:9][C:10]1[CH:19]=[CH:18][C:17]2[C:12](=[CH:13][CH:14]=[CH:15][CH:16]=2)[CH:11]=1)[C:20]([NH:21][CH2:22][CH2:23][C:24]1[CH:25]=[CH:26][CH:27]=[CH:28][CH:29]=1)=[O:30]. (2) Given the reactants [OH:1][C:2]1([C:5]([OH:7])=O)[CH2:4][CH2:3]1.Cl.[CH3:9][C:10]1[N:14]([C:15]2[CH:20]=[CH:19][C:18]([C:21]([N:23]3[CH2:28][CH2:27][NH:26][CH2:25][CH2:24]3)=[O:22])=[CH:17][CH:16]=2)[C:13]2[CH:29]=[CH:30][CH:31]=[CH:32][C:12]=2[N:11]=1.CN(C(ON1N=NC2C=CC=CC1=2)=[N+](C)C)C.F[P-](F)(F)(F)(F)F.CCN(C(C)C)C(C)C, predict the reaction product. The product is: [OH:1][C:2]1([C:5]([N:26]2[CH2:25][CH2:24][N:23]([C:21]([C:18]3[CH:17]=[CH:16][C:15]([N:14]4[C:13]5[CH:29]=[CH:30][CH:31]=[CH:32][C:12]=5[N:11]=[C:10]4[CH3:9])=[CH:20][CH:19]=3)=[O:22])[CH2:28][CH2:27]2)=[O:7])[CH2:4][CH2:3]1. (3) Given the reactants [F:1][C:2]1[CH:3]=[C:4]([N:8]=[C:9]2[N:13]([CH2:14][CH2:15][NH:16][C:17]([NH:19][CH3:20])=[O:18])[C:12]([C:21]3[CH:26]=[CH:25][C:24]([N:27]4[CH2:32][CH2:31][O:30][CH2:29][CH2:28]4)=[CH:23][CH:22]=3)=[CH:11][S:10]2)[CH:5]=[CH:6][CH:7]=1.[BrH:33].CC(O)=O, predict the reaction product. The product is: [BrH:33].[F:1][C:2]1[CH:3]=[C:4]([N:8]=[C:9]2[N:13]([CH2:14][CH2:15][NH:16][C:17]([NH:19][CH3:20])=[O:18])[C:12]([C:21]3[CH:26]=[CH:25][C:24]([N:27]4[CH2:32][CH2:31][O:30][CH2:29][CH2:28]4)=[CH:23][CH:22]=3)=[CH:11][S:10]2)[CH:5]=[CH:6][CH:7]=1. (4) Given the reactants [OH-].[Na+].[C:3]([C:5]1[CH:10]=[CH:9][C:8]([CH:11]2[N:16]([CH2:17][C:18]([O:20]C)=[O:19])[C:15](=[O:22])[N:14]([C:23]3[CH:28]=[CH:27][CH:26]=[C:25]([C:29]([F:32])([F:31])[F:30])[CH:24]=3)[C:13]3[CH2:33][CH2:34][NH:35][C:36](=[O:37])[C:12]2=3)=[CH:7][CH:6]=1)#[N:4], predict the reaction product. The product is: [C:3]([C:5]1[CH:6]=[CH:7][C:8]([CH:11]2[N:16]([CH2:17][C:18]([OH:20])=[O:19])[C:15](=[O:22])[N:14]([C:23]3[CH:28]=[CH:27][CH:26]=[C:25]([C:29]([F:32])([F:30])[F:31])[CH:24]=3)[C:13]3[CH2:33][CH2:34][NH:35][C:36](=[O:37])[C:12]2=3)=[CH:9][CH:10]=1)#[N:4]. (5) Given the reactants [C:1]([O:5][C:6](=[O:25])[CH2:7][N:8]1[C:12]2[CH:13]=[CH:14][CH:15]=[CH:16][C:11]=2[N:10]([C:17]2[CH:22]=[C:21](Cl)[N:20]=[CH:19][N:18]=2)[C:9]1=[O:24])([CH3:4])([CH3:3])[CH3:2].C(N(CC)CC)C, predict the reaction product. The product is: [O:24]=[C:9]1[N:8]([CH2:7][C:6]([O:5][C:1]([CH3:4])([CH3:3])[CH3:2])=[O:25])[C:12]2[CH:13]=[CH:14][CH:15]=[CH:16][C:11]=2[N:10]1[C:17]1[CH:22]=[CH:21][N:20]=[CH:19][N:18]=1. (6) The product is: [Br:1][C:2]1[CH:3]=[C:4]2[C:10]([C:11]([N:13]([O:15][CH3:16])[CH3:14])=[O:12])=[N:9][N:8]([CH:18]3[CH2:19][CH2:20][CH2:21][CH2:22][O:17]3)[C:5]2=[N:6][CH:7]=1. Given the reactants [Br:1][C:2]1[CH:3]=[C:4]2[C:10]([C:11]([N:13]([O:15][CH3:16])[CH3:14])=[O:12])=[N:9][NH:8][C:5]2=[N:6][CH:7]=1.[O:17]1[CH:22]=[CH:21][CH2:20][CH2:19][CH2:18]1.CC1C=CC(S([O-])(=O)=O)=CC=1.C1C=C[NH+]=CC=1, predict the reaction product. (7) Given the reactants [OH:1][C@@:2]1([C:9]#[C:10][C:11]2[CH:12]=[C:13]([N:17]3[C:21]4=[N:22][C:23]([O:26][CH3:27])=[N:24][CH:25]=[C:20]4[C:19]([C:28]([O:30]CC)=O)=[N:18]3)[CH:14]=[CH:15][CH:16]=2)[CH2:6][CH2:5][N:4]([CH3:7])[C:3]1=[O:8].[NH3:33], predict the reaction product. The product is: [OH:1][C@@:2]1([C:9]#[C:10][C:11]2[CH:12]=[C:13]([N:17]3[C:21]4=[N:22][C:23]([O:26][CH3:27])=[N:24][CH:25]=[C:20]4[C:19]([C:28]([NH2:33])=[O:30])=[N:18]3)[CH:14]=[CH:15][CH:16]=2)[CH2:6][CH2:5][N:4]([CH3:7])[C:3]1=[O:8].